Dataset: Reaction yield outcomes from USPTO patents with 853,638 reactions. Task: Predict the reaction yield, written as a fraction of the theoretical maximum amount of product (1.0 means a 100% yield; for example, 0.34 means a 34% yield). (1) The yield is 0.480. The product is [CH3:14][C:11]1[CH:12]=[CH:13][C:6]2[O:5][C:4]([CH:3]=[O:2])=[CH:8][C:7]=2[CH:10]=1. The catalyst is FC(F)(F)C(O)=O. The reactants are C[O:2][CH:3](OC)[CH2:4][O:5][C:6]1[CH:13]=[CH:12][C:11]([CH3:14])=[CH:10][C:7]=1[CH:8]=O.CCOCC. (2) The reactants are CO[C:3]([C:5]1[NH:6][N:7]=[C:8]([O:10][CH2:11][C:12]2[C:13]([C:18]3[CH:23]=[CH:22][CH:21]=[CH:20][N:19]=3)=[N:14][O:15][C:16]=2[CH3:17])[CH:9]=1)=[O:4].[NH2:24][CH:25]1[CH2:30][CH2:29][O:28][CH2:27][CH2:26]1. No catalyst specified. The product is [O:28]1[CH2:29][CH2:30][CH:25]([NH:24][C:3]([C:5]2[CH:9]=[C:8]([O:10][CH2:11][C:12]3[C:13]([C:18]4[CH:23]=[CH:22][CH:21]=[CH:20][N:19]=4)=[N:14][O:15][C:16]=3[CH3:17])[NH:7][N:6]=2)=[O:4])[CH2:26][CH2:27]1. The yield is 0.990. (3) The reactants are [I:1][C:2]1[CH:7]=[CH:6][CH:5]=[C:4]([O:8][CH3:9])[CH:3]=1.C1C(=O)N([Cl:17])C(=O)C1. The catalyst is CN(C=O)C. The product is [Cl:17][C:7]1[CH:6]=[CH:5][C:4]([O:8][CH3:9])=[CH:3][C:2]=1[I:1]. The yield is 0.380. (4) The reactants are [O:1]([C:4]1[CH:5]=[C:6]([C:16]2[CH:17]=[CH:18][C:19]([N:22]3[CH2:28][CH2:27][CH2:26][N:25]([C:29]4[CH:34]=[CH:33][C:32]([C:35]5[CH:40]=[C:39]([O:41][CH2:42]C)[C:38]([O:44][CH2:45]C)=[C:37]([O:47][CH2:48]C)[CH:36]=5)=[CH:31][N:30]=4)[CH2:24][CH2:23]3)=[N:20][CH:21]=2)[CH:7]=[C:8]([O:13][CH2:14]C)[C:9]=1[O:10][CH2:11]C)[CH2:2]C.[CH3:50][S:51]([OH:54])(=[O:53])=[O:52]. The catalyst is CO. The product is [CH3:50][S:51]([OH:54])(=[O:53])=[O:52].[CH3:50][S:51]([OH:54])(=[O:53])=[O:52].[CH3:42][O:41][C:39]1[CH:40]=[C:35]([C:32]2[CH:33]=[CH:34][C:29]([N:25]3[CH2:26][CH2:27][CH2:28][N:22]([C:19]4[CH:18]=[CH:17][C:16]([C:6]5[CH:5]=[C:4]([O:1][CH3:2])[C:9]([O:10][CH3:11])=[C:8]([O:13][CH3:14])[CH:7]=5)=[CH:21][N:20]=4)[CH2:23][CH2:24]3)=[N:30][CH:31]=2)[CH:36]=[C:37]([O:47][CH3:48])[C:38]=1[O:44][CH3:45]. The yield is 0.940. (5) The reactants are [Cl:1][C:2]1[N:3]=[C:4](Cl)[C:5]2[CH2:10][CH2:9][CH:8]([C:11]3[CH:16]=[CH:15][C:14]([F:17])=[C:13]([F:18])[CH:12]=3)[C:6]=2[N:7]=1.C[CH2:21][N:22](C(C)C)C(C)C. The catalyst is CO. The product is [Cl:1][C:2]1[N:3]=[C:4]([NH:22][CH3:21])[C:5]2[CH2:10][CH2:9][CH:8]([C:11]3[CH:16]=[CH:15][C:14]([F:17])=[C:13]([F:18])[CH:12]=3)[C:6]=2[N:7]=1. The yield is 0.372.